Dataset: Peptide-MHC class I binding affinity with 185,985 pairs from IEDB/IMGT. Task: Regression. Given a peptide amino acid sequence and an MHC pseudo amino acid sequence, predict their binding affinity value. This is MHC class I binding data. (1) The MHC is HLA-A31:01 with pseudo-sequence HLA-A31:01. The peptide sequence is PQVGGLTSIK. The binding affinity (normalized) is 0. (2) The peptide sequence is VGPGEGAVQW. The MHC is Mamu-A01 with pseudo-sequence Mamu-A01. The binding affinity (normalized) is 0.